From a dataset of Forward reaction prediction with 1.9M reactions from USPTO patents (1976-2016). Predict the product of the given reaction. (1) Given the reactants Br[C:2]1[CH:10]=[C:9]([C:11]([F:14])([F:13])[F:12])[CH:8]=[C:7]2[C:3]=1[CH:4]=[N:5][NH:6]2.[C:15]1(B(O)O)[CH:20]=[CH:19][CH:18]=[CH:17][CH:16]=1.[C:24](=[O:27])([O-])[O-:25].[Na+].[Na+], predict the reaction product. The product is: [C:24]([OH:25])([C:11]([F:14])([F:13])[F:12])=[O:27].[C:15]1([C:2]2[CH:10]=[C:9]([C:11]([F:14])([F:13])[F:12])[CH:8]=[C:7]3[C:3]=2[CH:4]=[N:5][NH:6]3)[CH:20]=[CH:19][CH:18]=[CH:17][CH:16]=1. (2) Given the reactants [CH3:1][O:2][C:3]1[CH:4]=[C:5]([NH:9][C:10]2[NH:14][C:13]3[CH:15]=[CH:16][C:17]([CH2:19][OH:20])=[CH:18][C:12]=3[N:11]=2)[CH:6]=[CH:7][CH:8]=1.Cl[C:22]1[N:27]=[C:26](Cl)[N:25]=[C:24]([CH3:29])[N:23]=1.[NH3:30].CO, predict the reaction product. The product is: [NH2:30][C:26]1[N:25]=[C:24]([CH3:29])[N:23]=[C:22]([N:14]2[C:13]3[CH:15]=[CH:16][C:17]([CH2:19][OH:20])=[CH:18][C:12]=3[N:11]=[C:10]2[NH:9][C:5]2[CH:6]=[CH:7][CH:8]=[C:3]([O:2][CH3:1])[CH:4]=2)[N:27]=1. (3) Given the reactants C(OC1C(=O)N=C(CC2C(C3C=CC=CC=3)=CC=CN=2)N2CCN(C(C)C)C(=O)C=12)C1C=CC=CC=1.[CH2:37]([O:44][C:45]1[C:46]([C:58]([N:60]([CH2:64][CH2:65]O)[CH:61]([CH3:63])[CH3:62])=[O:59])=[N:47][C:48]([C:52]2[CH:57]=[CH:56][CH:55]=[CH:54][N:53]=2)=[N:49][C:50]=1[OH:51])[C:38]1[CH:43]=[CH:42][CH:41]=[CH:40][CH:39]=1, predict the reaction product. The product is: [CH2:37]([O:44][C:45]1[CH:46]2[C:58](=[O:59])[N:60]([CH:61]([CH3:62])[CH3:63])[CH2:64][CH2:65][N:47]2[C:48]([C:52]2[CH:57]=[CH:56][CH:55]=[CH:54][N:53]=2)=[N:49][C:50]=1[OH:51])[C:38]1[CH:39]=[CH:40][CH:41]=[CH:42][CH:43]=1. (4) Given the reactants C1(P(C2CCCCC2)C2C=CC=CC=2C2C=CC=CC=2N(C)C)CCCCC1.C(=O)([O-])[O-].[K+].[K+].O=O.N#N.[CH3:39][O:40][C:41](=[O:49])[C:42]1[CH:47]=[CH:46][C:45](Br)=[CH:44][CH:43]=1.[CH:50]([N:53]1[CH2:58][CH2:57][NH:56][CH2:55][CH2:54]1)([CH3:52])[CH3:51], predict the reaction product. The product is: [CH3:39][O:40][C:41](=[O:49])[C:42]1[CH:47]=[CH:46][C:45]([N:56]2[CH2:57][CH2:58][N:53]([CH:50]([CH3:52])[CH3:51])[CH2:54][CH2:55]2)=[CH:44][CH:43]=1.